Dataset: TCR-epitope binding with 47,182 pairs between 192 epitopes and 23,139 TCRs. Task: Binary Classification. Given a T-cell receptor sequence (or CDR3 region) and an epitope sequence, predict whether binding occurs between them. The epitope is SQASSRSSSR. The TCR CDR3 sequence is CASSLGTSGGDTQYF. Result: 0 (the TCR does not bind to the epitope).